From a dataset of Serine/threonine kinase 33 screen with 319,792 compounds. Binary Classification. Given a drug SMILES string, predict its activity (active/inactive) in a high-throughput screening assay against a specified biological target. (1) The drug is o1c2c(c(=O)c(c1)/C=[N+](\[O-])C)cccc2. The result is 0 (inactive). (2) The drug is O=C(NCCNC(=O)c1cc(ccc1)C)c1cc(ccc1)C. The result is 0 (inactive). (3) The molecule is O1C(CCC1)CNC(=O)COC(=O)/C=C\c1ccccc1. The result is 0 (inactive). (4) The compound is S(=O)(=O)(N1CCOCC1)c1sc(nn1)NC(=O)c1ccccc1. The result is 0 (inactive). (5) The drug is s1c(NC(=O)CCC(=O)NC2CCCCCC2)nnc1CC. The result is 0 (inactive).